This data is from Forward reaction prediction with 1.9M reactions from USPTO patents (1976-2016). The task is: Predict the product of the given reaction. Given the reactants C(O[C:6](=O)[N:7]([CH2:9][C:10]1[CH:14]=[C:13]([C:15]2[C:20]([O:21][CH3:22])=[CH:19][CH:18]=[CH:17][C:16]=2[F:23])[N:12]([S:24]([C:27]2[CH:28]=[N:29][CH:30]=[CH:31][CH:32]=2)(=[O:26])=[O:25])[CH:11]=1)C)(C)(C)C.[C:34]([O:37]CC)(=[O:36])[CH3:35].Cl.C[OH:42], predict the reaction product. The product is: [C:20]([OH:21])(=[O:42])/[CH:15]=[CH:35]/[C:34]([OH:37])=[O:36].[F:23][C:16]1[CH:17]=[CH:18][CH:19]=[C:20]([O:21][CH3:22])[C:15]=1[C:13]1[N:12]([S:24]([C:27]2[CH:28]=[N:29][CH:30]=[CH:31][CH:32]=2)(=[O:26])=[O:25])[CH:11]=[C:10]([CH2:9][NH:7][CH3:6])[CH:14]=1.